This data is from Forward reaction prediction with 1.9M reactions from USPTO patents (1976-2016). The task is: Predict the product of the given reaction. (1) Given the reactants [F:1][C:2]1[CH:7]=[CH:6][C:5]([N:8]2[C:12]([C:13]([O:15][CH2:16][CH3:17])=[O:14])=[CH:11][N:10]=[C:9]2[CH2:18][CH2:19][C:20]2[C:25](F)=[CH:24][CH:23]=[C:22](F)[C:21]=2[F:28])=[CH:4][CH:3]=1.ClC1C=CC=C(F)C=1C#CC1N(C2C=CC(F)=CC=2)C(C(OCC)=O)=CN=1, predict the reaction product. The product is: [F:28][C:21]1[CH:22]=[CH:23][CH:24]=[CH:25][C:20]=1[CH2:19][CH2:18][C:9]1[N:8]([C:5]2[CH:4]=[CH:3][C:2]([F:1])=[CH:7][CH:6]=2)[C:12]([C:13]([O:15][CH2:16][CH3:17])=[O:14])=[CH:11][N:10]=1. (2) Given the reactants [N:1]1[CH:6]=[CH:5][CH:4]=[C:3]([N:7]2[CH2:12][CH2:11][CH:10]([NH:13]C(=O)OC(C)(C)C)[CH2:9][CH2:8]2)[N:2]=1.Cl.O1CCOCC1, predict the reaction product. The product is: [N:1]1[CH:6]=[CH:5][CH:4]=[C:3]([N:7]2[CH2:12][CH2:11][CH:10]([NH2:13])[CH2:9][CH2:8]2)[N:2]=1.